From a dataset of Forward reaction prediction with 1.9M reactions from USPTO patents (1976-2016). Predict the product of the given reaction. (1) Given the reactants C(NC(C)C)(C)C.C([Li])CCC.[Li+].CC([N-]C(C)C)C.[CH2:21]([N:23]1[C:31]2[C:26](=[CH:27][CH:28]=[C:29]([O:32][CH3:33])[CH:30]=2)[C:25]([C:34]#[N:35])=[CH:24]1)[CH3:22].[CH2:36]([Sn:40](I)([CH2:45][CH2:46][CH2:47][CH3:48])[CH2:41][CH2:42][CH2:43][CH3:44])[CH2:37][CH2:38][CH3:39], predict the reaction product. The product is: [CH2:21]([N:23]1[C:31]2[C:26](=[CH:27][CH:28]=[C:29]([O:32][CH3:33])[CH:30]=2)[C:25]([C:34]#[N:35])=[C:24]1[Sn:40]([CH2:41][CH2:42][CH2:43][CH3:44])([CH2:45][CH2:46][CH2:47][CH3:48])[CH2:36][CH2:37][CH2:38][CH3:39])[CH3:22]. (2) Given the reactants Cl[C:2]1[N:7]=[C:6]([NH:8][C:9]2[CH:10]=[N:11][C:12]3[C:17]([CH:18]=2)=[CH:16][CH:15]=[CH:14][CH:13]=3)[CH:5]=[CH:4][N:3]=1.[CH3:19][O:20][C:21]1[CH:22]=[C:23]([CH:25]=[C:26]([O:30][CH3:31])[C:27]=1[O:28][CH3:29])[NH2:24].O.C([O-])(O)=O.[Na+], predict the reaction product. The product is: [N:11]1[C:12]2[C:17](=[CH:16][CH:15]=[CH:14][CH:13]=2)[CH:18]=[C:9]([NH:8][C:6]2[CH:5]=[CH:4][N:3]=[C:2]([NH:24][C:23]3[CH:25]=[C:26]([O:30][CH3:31])[C:27]([O:28][CH3:29])=[C:21]([O:20][CH3:19])[CH:22]=3)[N:7]=2)[CH:10]=1. (3) Given the reactants Cl.C([C:4]1[CH:8]=[C:7]([CH2:9][CH3:10])[N:6]([CH2:11][C@H:12]2[CH2:17][CH2:16][C@H:15]([NH2:18])[CH2:14][CH2:13]2)[N:5]=1)C.N1N[CH:21]=C2CCCC=12, predict the reaction product. The product is: [N:6]1([CH2:11][C@H:12]2[CH2:13][CH2:14][C@H:15]([NH2:18])[CH2:16][CH2:17]2)[C:7]2[CH2:9][CH2:10][CH2:21][C:8]=2[CH:4]=[N:5]1.